From a dataset of Reaction yield outcomes from USPTO patents with 853,638 reactions. Predict the reaction yield, written as a fraction of the theoretical maximum amount of product (1.0 means a 100% yield; for example, 0.34 means a 34% yield). (1) The catalyst is C(O)C.CN(C=O)C. The yield is 0.990. The product is [CH2:1]([N:8]1[CH2:25][CH:24]([CH:26]=[CH2:27])[O:23][C:10]2([CH2:11][CH2:12][N:13]([C:37]([C:36]3[CH:40]=[CH:41][C:33]([O:32][CH:29]([CH3:30])[CH3:31])=[C:34]([CH3:42])[CH:35]=3)=[O:39])[CH2:14][CH2:15]2)[CH2:9]1)[C:2]1[CH:3]=[CH:4][CH:5]=[CH:6][CH:7]=1. The reactants are [CH2:1]([N:8]1[CH2:25][CH:24]([CH:26]=[CH2:27])[O:23][C:10]2([CH2:15][CH2:14][N:13](C(OC(C)(C)C)=O)[CH2:12][CH2:11]2)[CH2:9]1)[C:2]1[CH:7]=[CH:6][CH:5]=[CH:4][CH:3]=1.Cl.[CH:29]([O:32][C:33]1[CH:41]=[CH:40][C:36]([C:37]([OH:39])=O)=[CH:35][C:34]=1[CH3:42])([CH3:31])[CH3:30].CN(C(ON1N=NC2C=CC=NC1=2)=[N+](C)C)C.F[P-](F)(F)(F)(F)F.C(N(CC)CC)C. (2) The reactants are [CH3:1][C:2]1[CH:3]=[C:4]([CH:49]=[CH:50][CH:51]=1)[CH2:5][N:6]1[CH:10]=[C:9]([C:11]2[C:19]3[C:14](=[N:15][CH:16]=[C:17]([C:20]4[CH:25]=[CH:24][C:23]([N:26]5[CH2:31][CH2:30][N:29](C(OC(C)(C)C)=O)[CH2:28][CH2:27]5)=[CH:22][CH:21]=4)[CH:18]=3)[N:13]([S:39]([C:42]3[CH:48]=[CH:47][C:45]([CH3:46])=[CH:44][CH:43]=3)(=[O:41])=[O:40])[CH:12]=2)[CH:8]=[N:7]1. The catalyst is C(O)(C(F)(F)F)=O.C(Cl)Cl. The product is [CH3:1][C:2]1[CH:3]=[C:4]([CH:49]=[CH:50][CH:51]=1)[CH2:5][N:6]1[CH:10]=[C:9]([C:11]2[C:19]3[C:14](=[N:15][CH:16]=[C:17]([C:20]4[CH:21]=[CH:22][C:23]([N:26]5[CH2:27][CH2:28][NH:29][CH2:30][CH2:31]5)=[CH:24][CH:25]=4)[CH:18]=3)[N:13]([S:39]([C:42]3[CH:48]=[CH:47][C:45]([CH3:46])=[CH:44][CH:43]=3)(=[O:41])=[O:40])[CH:12]=2)[CH:8]=[N:7]1. The yield is 0.862. (3) The reactants are OC(C(F)(F)F)=O.[NH:8]1[CH2:11][CH:10]([C:12]2[CH:33]=[CH:32][C:15]3[C:16]4[N:17]=[C:18]([C:24]5[N:25]([CH:29]([CH3:31])[CH3:30])[N:26]=[CH:27][N:28]=5)[S:19][C:20]=4[CH2:21][CH2:22][O:23][C:14]=3[CH:13]=2)[CH2:9]1.C(N(CC)CC)C.Cl[CH2:42][CH2:43][S:44](Cl)(=[O:46])=[O:45]. The catalyst is C(Cl)Cl. The product is [CH:43]([S:44]([N:8]1[CH2:11][CH:10]([C:12]2[CH:33]=[CH:32][C:15]3[C:16]4[N:17]=[C:18]([C:24]5[N:25]([CH:29]([CH3:31])[CH3:30])[N:26]=[CH:27][N:28]=5)[S:19][C:20]=4[CH2:21][CH2:22][O:23][C:14]=3[CH:13]=2)[CH2:9]1)(=[O:46])=[O:45])=[CH2:42]. The yield is 0.820. (4) The reactants are [F:1][CH:2]([F:20])[C:3]1[N:4]([C:9]2[C:18]3[C:13](=[CH:14][CH:15]=[CH:16][CH:17]=3)[C:12]([CH3:19])=[CH:11][CH:10]=2)[C:5]([SH:8])=[N:6][N:7]=1.C([O-])([O-])=O.[K+].[K+].C[CH2:28][C:29]([NH:31][C:32]1[CH:37]=[CH:36][C:35]([S:38](=[O:41])(=[O:40])[NH2:39])=[CH:34][C:33]=1[CH3:42])=[O:30].O. The catalyst is CN(C=O)C. The product is [F:20][CH:2]([F:1])[C:3]1[N:4]([C:9]2[C:18]3[C:13](=[CH:14][CH:15]=[CH:16][CH:17]=3)[C:12]([CH3:19])=[CH:11][CH:10]=2)[C:5]([S:8][CH2:28][C:29]([NH:31][C:32]2[CH:37]=[CH:36][C:35]([S:38](=[O:41])(=[O:40])[NH2:39])=[CH:34][C:33]=2[CH3:42])=[O:30])=[N:6][N:7]=1. The yield is 0.830. (5) The reactants are [Br:1][C:2]1[CH:3]=[CH:4][C:5]([C:8](/[N:10]=[CH:11]/[N:12](C)C)=O)=[N:6][CH:7]=1.[NH2:15]N. No catalyst specified. The product is [Br:1][C:2]1[CH:3]=[CH:4][C:5]([C:8]2[N:10]=[CH:11][NH:12][N:15]=2)=[N:6][CH:7]=1. The yield is 0.830. (6) The reactants are Br[C:2]1[CH:3]=[N:4][N:5]([CH3:16])[C:6]=1[C:7]1[CH:8]=[C:9]([C:12]([O:14][CH3:15])=[O:13])[S:10][CH:11]=1.[CH:17]1(B(O)O)[CH2:19][CH2:18]1.C(=O)([O-])[O-].[Cs+].[Cs+]. The yield is 0.950. The product is [CH:17]1([C:2]2[CH:3]=[N:4][N:5]([CH3:16])[C:6]=2[C:7]2[CH:8]=[C:9]([C:12]([O:14][CH3:15])=[O:13])[S:10][CH:11]=2)[CH2:19][CH2:18]1. The catalyst is O1CCCC1.